Dataset: Catalyst prediction with 721,799 reactions and 888 catalyst types from USPTO. Task: Predict which catalyst facilitates the given reaction. (1) Reactant: [CH2:1]([N:8]([CH2:16][CH2:17][CH:18]([C:32]1[CH:37]=[CH:36][C:35]([N:38]([CH2:43][CH3:44])[C:39]([O:41][CH3:42])=[O:40])=[CH:34][CH:33]=1)[C:19]1[CH:24]=[CH:23][C:22]([N:25]([C:28]([O:30][CH3:31])=[O:29])[CH2:26][CH3:27])=[CH:21][CH:20]=1)C(OC(C)(C)C)=O)[C:2]1[CH:7]=[CH:6][CH:5]=[CH:4][CH:3]=1.Cl.O1CCOCC1. Product: [CH2:1]([NH:8][CH2:16][CH2:17][CH:18]([C:32]1[CH:33]=[CH:34][C:35]([N:38]([CH2:43][CH3:44])[C:39]([O:41][CH3:42])=[O:40])=[CH:36][CH:37]=1)[C:19]1[CH:24]=[CH:23][C:22]([N:25]([C:28]([O:30][CH3:31])=[O:29])[CH2:26][CH3:27])=[CH:21][CH:20]=1)[C:2]1[CH:3]=[CH:4][CH:5]=[CH:6][CH:7]=1. The catalyst class is: 4. (2) Reactant: [Cl:1][C:2]1[CH:3]=[N:4][CH:5]=[C:6]([Cl:21])[C:7]=1[CH2:8][CH:9]([C:11]1[CH:16]=[CH:15][C:14]([O:17][CH3:18])=[C:13]([O:19][CH3:20])[CH:12]=1)[OH:10].[CH3:22][O:23][C:24]1[CH:25]=[C:26]2[C:31](=[CH:32][CH:33]=1)[CH:30]=[C:29]([C@@H:34]([CH3:38])[C:35](O)=[O:36])[CH:28]=[CH:27]2.C(Cl)CCl.O. Product: [Cl:21][C:6]1[CH:5]=[N:4][CH:3]=[C:2]([Cl:1])[C:7]=1[CH2:8][C@@H:9]([O:10][C:35](=[O:36])[CH:34]([C:29]1[CH:28]=[CH:27][C:26]2[C:31](=[CH:32][CH:33]=[C:24]([O:23][CH3:22])[CH:25]=2)[CH:30]=1)[CH3:38])[C:11]1[CH:16]=[CH:15][C:14]([O:17][CH3:18])=[C:13]([O:19][CH3:20])[CH:12]=1. The catalyst class is: 241. (3) Reactant: [C:1]([C:4]1[O:8][C:7]([C:9]2[C:17]3[C:12](=[CH:13][CH:14]=[CH:15][CH:16]=3)[NH:11][N:10]=2)=[CH:6][CH:5]=1)([OH:3])=[O:2].CC(C)([O-])C.[K+].[Cl:24][C:25]1[N:30]=[C:29]([C:31]([F:34])([F:33])[F:32])[CH:28]=[CH:27][N:26]=1.Cl. Product: [ClH:24].[C:1]([C:4]1[O:8][C:7]([C:9]2[C:17]3[C:12](=[CH:13][CH:14]=[CH:15][CH:16]=3)[N:11]([C:25]3[N:30]=[C:29]([C:31]([F:34])([F:33])[F:32])[CH:28]=[CH:27][N:26]=3)[N:10]=2)=[CH:6][CH:5]=1)([OH:3])=[O:2]. The catalyst class is: 3. (4) Reactant: [OH:1][C@H:2]1[CH2:7][CH2:6][C@H:5]([C:8]([O:10][CH2:11][CH3:12])=[O:9])[CH2:4][CH2:3]1.[C:13]([Si:17](Cl)([C:24]1[CH:29]=[CH:28][CH:27]=[CH:26][CH:25]=1)[C:18]1[CH:23]=[CH:22][CH:21]=[CH:20][CH:19]=1)([CH3:16])([CH3:15])[CH3:14].N1C=CN=C1. Product: [Si:17]([O:1][C@H:2]1[CH2:3][CH2:4][C@H:5]([C:8]([O:10][CH2:11][CH3:12])=[O:9])[CH2:6][CH2:7]1)([C:13]([CH3:16])([CH3:15])[CH3:14])([C:24]1[CH:25]=[CH:26][CH:27]=[CH:28][CH:29]=1)[C:18]1[CH:23]=[CH:22][CH:21]=[CH:20][CH:19]=1. The catalyst class is: 3. (5) Reactant: [Br:1][C:2]1[NH:6][N:5]=[C:4]([C:7]2[S:8][C:9]([Cl:12])=[CH:10][CH:11]=2)[C:3]=1[C:13]1[CH:18]=[CH:17][N:16]=[CH:15][CH:14]=1.[H-].[Na+].[CH3:21][O:22][C:23]1[CH:30]=[CH:29][C:26]([CH2:27]Cl)=[CH:25][CH:24]=1.C(OCC)(=O)C. Product: [Br:1][C:2]1[N:6]([CH2:27][C:26]2[CH:29]=[CH:30][C:23]([O:22][CH3:21])=[CH:24][CH:25]=2)[N:5]=[C:4]([C:7]2[S:8][C:9]([Cl:12])=[CH:10][CH:11]=2)[C:3]=1[C:13]1[CH:18]=[CH:17][N:16]=[CH:15][CH:14]=1.[Br:1][C:2]1[C:3]([C:13]2[CH:18]=[CH:17][N:16]=[CH:15][CH:14]=2)=[C:4]([C:7]2[S:8][C:9]([Cl:12])=[CH:10][CH:11]=2)[N:5]([CH2:27][C:26]2[CH:29]=[CH:30][C:23]([O:22][CH3:21])=[CH:24][CH:25]=2)[N:6]=1. The catalyst class is: 9. (6) Reactant: [Cl:1][C:2]1[C:7]([C:8]2[CH:13]=[CH:12][CH:11]=[CH:10][C:9]=2[Cl:14])=[CH:6][C:5]([NH:15][CH2:16][C:17]([N:19]2[CH2:24][CH2:23][N:22]([C:25](=[O:28])[CH:26]=[CH2:27])[CH2:21][CH2:20]2)=[O:18])=[C:4]([O:29]C)[CH:3]=1.B(Br)(Br)Br. Product: [Cl:1][C:2]1[C:7]([C:8]2[CH:13]=[CH:12][CH:11]=[CH:10][C:9]=2[Cl:14])=[CH:6][C:5]([NH:15][CH2:16][C:17]([N:19]2[CH2:24][CH2:23][N:22]([C:25](=[O:28])[CH:26]=[CH2:27])[CH2:21][CH2:20]2)=[O:18])=[C:4]([OH:29])[CH:3]=1. The catalyst class is: 2. (7) Reactant: [C:1]([NH:8][C@@H:9]([C:19]([O:21][C:22]([CH3:25])([CH3:24])[CH3:23])=[O:20])[CH2:10][CH2:11][C:12]([O:14][C:15]([CH3:18])([CH3:17])[CH3:16])=[O:13])([O:3][C:4]([CH3:7])([CH3:6])[CH3:5])=[O:2].C[Si]([N-][Si](C)(C)C)(C)C.[Li+].[CH2:36]([O:43][C:44]1[CH:51]=[CH:50][C:47]([CH2:48]Br)=[CH:46][CH:45]=1)[C:37]1[CH:42]=[CH:41][CH:40]=[CH:39][CH:38]=1. Product: [CH2:36]([O:43][C:44]1[CH:45]=[CH:46][C:47]([CH2:48][C@@H:11]([C:12]([O:14][C:15]([CH3:16])([CH3:18])[CH3:17])=[O:13])[CH2:10][C@H:9]([C:19]([O:21][C:22]([CH3:25])([CH3:24])[CH3:23])=[O:20])[NH:8][C:1]([O:3][C:4]([CH3:7])([CH3:6])[CH3:5])=[O:2])=[CH:50][CH:51]=1)[C:37]1[CH:38]=[CH:39][CH:40]=[CH:41][CH:42]=1. The catalyst class is: 7.